This data is from Catalyst prediction with 721,799 reactions and 888 catalyst types from USPTO. The task is: Predict which catalyst facilitates the given reaction. Reactant: [CH2:1]([O:13][C:14]1[CH:21]=[CH:20][C:17]([CH2:18][Cl:19])=[CH:16][CH:15]=1)[CH2:2][CH2:3][CH2:4][CH2:5][CH2:6][CH2:7][CH2:8][CH2:9][CH2:10]CC.S(Cl)(Cl)=O.C(OC1C=CC(CO)=CC=1)CCCCCCCCC. Product: [CH2:1]([O:13][C:14]1[CH:21]=[CH:20][C:17]([CH2:18][Cl:19])=[CH:16][CH:15]=1)[CH2:2][CH2:3][CH2:4][CH2:5][CH2:6][CH2:7][CH2:8][CH2:9][CH3:10]. The catalyst class is: 2.